Dataset: Forward reaction prediction with 1.9M reactions from USPTO patents (1976-2016). Task: Predict the product of the given reaction. (1) Given the reactants C(OC(=O)[NH:7][CH:8]1[CH2:12][CH2:11][CH:10]([NH:13][C:14]([C:16]2[C:24]3[C:19](=[N:20][CH:21]=[C:22]([C:25]4[C:33]5[C:28](=[CH:29][C:30]([Cl:34])=[CH:31][CH:32]=5)[N:27]([CH3:35])[N:26]=4)[N:23]=3)[N:18]([CH2:36][O:37][CH2:38][CH2:39][Si:40]([CH3:43])([CH3:42])[CH3:41])[CH:17]=2)=[O:15])[CH2:9]1)(C)(C)C.C(Cl)(=O)C, predict the reaction product. The product is: [ClH:34].[NH2:7][CH:8]1[CH2:12][CH2:11][CH:10]([NH:13][C:14]([C:16]2[C:24]3[C:19](=[N:20][CH:21]=[C:22]([C:25]4[C:33]5[C:28](=[CH:29][C:30]([Cl:34])=[CH:31][CH:32]=5)[N:27]([CH3:35])[N:26]=4)[N:23]=3)[N:18]([CH2:36][O:37][CH2:38][CH2:39][Si:40]([CH3:43])([CH3:42])[CH3:41])[CH:17]=2)=[O:15])[CH2:9]1. (2) Given the reactants [Br:1][C:2]1[C:3]2[N:4]([N:10]=[CH:11][CH:12]=2)[CH:5]=[C:6]([O:8]C)[CH:7]=1.Br.[OH-].[Na+], predict the reaction product. The product is: [Br:1][C:2]1[C:3]2[N:4]([N:10]=[CH:11][CH:12]=2)[CH:5]=[C:6]([OH:8])[CH:7]=1. (3) Given the reactants [CH2:1]([O:3][C:4]1[CH:27]=[CH:26][CH:25]=[CH:24][C:5]=1[O:6][C@@H:7]1[CH2:12][CH2:11][CH2:10][N:9]([C:13]2[N:18]=[CH:17][C:16]([C:19]([O:21]CC)=[O:20])=[CH:15][N:14]=2)[CH2:8]1)[CH3:2].O[Li].O, predict the reaction product. The product is: [CH2:1]([O:3][C:4]1[CH:27]=[CH:26][CH:25]=[CH:24][C:5]=1[O:6][C@@H:7]1[CH2:12][CH2:11][CH2:10][N:9]([C:13]2[N:18]=[CH:17][C:16]([C:19]([OH:21])=[O:20])=[CH:15][N:14]=2)[CH2:8]1)[CH3:2]. (4) Given the reactants FC(F)(F)C(O)=O.[CH3:8][NH:9][C@H:10]([C:14]([NH:16][C@H:17]([C:21]([N:23]([C@@H:25]([C@@H:61]([CH3:64])[CH2:62][CH3:63])[C@H:26]([O:59][CH3:60])[CH2:27][C:28]([N:30]1[CH2:34][CH2:33][CH2:32][C@H:31]1[C@H:35]([O:57][CH3:58])[C@@H:36]([CH3:56])[C:37]([NH:39][C@@H:40]([CH2:49][C:50]1[CH:55]=[CH:54][CH:53]=[CH:52][CH:51]=1)[C:41]([N:43]1[CH2:48][CH2:47][CH2:46][CH2:45][O:44]1)=[O:42])=[O:38])=[O:29])[CH3:24])=[O:22])[CH:18]([CH3:20])[CH3:19])=[O:15])[CH:11]([CH3:13])[CH3:12].O=[CH:66][CH2:67][CH2:68][C:69]([OH:71])=[O:70], predict the reaction product. The product is: [C:69]([CH2:68][CH2:67][CH2:66][N:9]([CH3:8])[C@H:10]([C:14]([NH:16][C@H:17]([C:21]([N:23]([C@@H:25]([C@@H:61]([CH3:64])[CH2:62][CH3:63])[C@H:26]([O:59][CH3:60])[CH2:27][C:28]([N:30]1[CH2:34][CH2:33][CH2:32][C@H:31]1[C@H:35]([O:57][CH3:58])[C@@H:36]([CH3:56])[C:37]([NH:39][C@@H:40]([CH2:49][C:50]1[CH:51]=[CH:52][CH:53]=[CH:54][CH:55]=1)[C:41]([N:43]1[CH2:48][CH2:47][CH2:46][CH2:45][O:44]1)=[O:42])=[O:38])=[O:29])[CH3:24])=[O:22])[CH:18]([CH3:19])[CH3:20])=[O:15])[CH:11]([CH3:12])[CH3:13])([OH:71])=[O:70]. (5) Given the reactants [C:1]([O:5][C:6]([N:8]1[C:21]2[C:13](=[CH:14][C:15]3[CH:16]=[C:17]([CH2:23][OH:24])[N:18]([CH3:22])[C:19]=3[CH:20]=2)[C:12]2[N:25]([CH2:34][C:35]3[CH:40]=[CH:39][C:38]([O:41][CH3:42])=[CH:37][C:36]=3[O:43][CH3:44])[C:26](=[O:33])[C:27]([C:30]([OH:32])=[O:31])=[C:28]([OH:29])[C:11]=2[CH2:10][CH2:9]1)=[O:7])([CH3:4])([CH3:3])[CH3:2], predict the reaction product. The product is: [C:1]([O:5][C:6]([N:8]1[C:21]2[C:13](=[CH:14][C:15]3[CH:16]=[C:17]([CH:23]=[O:24])[N:18]([CH3:22])[C:19]=3[CH:20]=2)[C:12]2[N:25]([CH2:34][C:35]3[CH:40]=[CH:39][C:38]([O:41][CH3:42])=[CH:37][C:36]=3[O:43][CH3:44])[C:26](=[O:33])[C:27]([C:30]([OH:32])=[O:31])=[C:28]([OH:29])[C:11]=2[CH2:10][CH2:9]1)=[O:7])([CH3:4])([CH3:3])[CH3:2]. (6) Given the reactants C(OC(=O)[NH:7][C:8]1[CH:13]=[CH:12][N:11]2[CH:14]=[C:15]([C:17]3[C:18]([C:23]4[CH:28]=[CH:27][CH:26]=[CH:25][CH:24]=4)=[N:19][O:20][C:21]=3[CH3:22])[N:16]=[C:10]2[CH:9]=1)(C)(C)C, predict the reaction product. The product is: [CH3:22][C:21]1[O:20][N:19]=[C:18]([C:23]2[CH:24]=[CH:25][CH:26]=[CH:27][CH:28]=2)[C:17]=1[C:15]1[N:16]=[C:10]2[CH:9]=[C:8]([NH2:7])[CH:13]=[CH:12][N:11]2[CH:14]=1.